This data is from Experimentally validated miRNA-target interactions with 360,000+ pairs, plus equal number of negative samples. The task is: Binary Classification. Given a miRNA mature sequence and a target amino acid sequence, predict their likelihood of interaction. (1) The miRNA is hsa-miR-6762-5p with sequence CGGGGCCAUGGAGCAGCCUGUGU. The protein sequence of the target gene is MANKGPSYGMSREVQSKIEKKYDEELEERLVEWIIVQCGPDVGRPDRGRLGFQVWLKNGVILSKLVNSLYPDGSKPVKVPENPPSMVFKQMEQVAQFLKAAEDYGVIKTDMFQTVDLFEGKDMAAVQRTLMALGSLAVTKNDGHYRGDPNWFMKKAQEHKREFTESQLQEGKHVIGLQMGSNRGASQAGMTGYGRPRQIIS. Result: 1 (interaction). (2) The miRNA is hsa-miR-6858-5p with sequence GUGAGGAGGGGCUGGCAGGGAC. The protein sequence of the target gene is MDQFPESVTENFEYDDLAEACYIGDIVVFGTVFLSIFYSVIFAIGLVGNLLVVFALTNSKKPKSVTDIYLLNLALSDLLFVATLPFWTHYLINEKGLHNAMCKFTTAFFFIGFFGSIFFITVISIDRYLAIVLAANSMNNRTVQHGVTISLGVWAAAILVAAPQFMFTKQKENECLGDYPEVLQEIWPVLRNVETNFLGFLLPLLIMSYCYFRIIQTLFSCKNHKKAKAIKLILLVVIVFFLFWTPYNVMIFLETLKLYDFFPSCDMRKDLRLALSVTETVAFSHCCLNPLIYAFAGEKF.... Result: 0 (no interaction).